This data is from Catalyst prediction with 721,799 reactions and 888 catalyst types from USPTO. The task is: Predict which catalyst facilitates the given reaction. Reactant: [F:1][C:2]([F:16])([C:6]([F:15])([F:14])[C:7]([F:13])([F:12])[C:8]([F:11])([F:10])[F:9])[CH2:3][CH2:4][OH:5].N1C=CC=CC=1.C(N(CC)CC)C.[Cl-].[C:31]([O:38][CH2:39][CH:40]([CH2:45][CH3:46])[CH2:41][CH2:42][CH2:43][CH3:44])(=[O:37])/[CH:32]=[CH:33]\[C:34]([O-])=[O:35]. Product: [C:31]([O:38][CH2:39][CH:40]([CH2:45][CH3:46])[CH2:41][CH2:42][CH2:43][CH3:44])(=[O:37])/[CH:32]=[CH:33]\[C:34]([O:5][CH2:4][CH2:3][C:2]([F:16])([F:1])[C:6]([F:14])([F:15])[C:7]([F:12])([F:13])[C:8]([F:9])([F:10])[F:11])=[O:35]. The catalyst class is: 22.